This data is from Full USPTO retrosynthesis dataset with 1.9M reactions from patents (1976-2016). The task is: Predict the reactants needed to synthesize the given product. (1) Given the product [F:19][C:20]([F:31])([C:27]([F:28])([F:29])[F:30])[C:21]([F:26])([F:25])[C:22]([NH:6][C:7]1[CH:8]=[C:9]([CH2:14][C:15]([O:17][CH3:18])=[O:16])[CH:10]=[CH:11][C:12]=1[OH:13])=[O:23], predict the reactants needed to synthesize it. The reactants are: C(=O)(O)[O-].[Na+].[NH2:6][C:7]1[CH:8]=[C:9]([CH2:14][C:15]([O:17][CH3:18])=[O:16])[CH:10]=[CH:11][C:12]=1[OH:13].[F:19][C:20]([F:31])([C:27]([F:30])([F:29])[F:28])[C:21]([F:26])([F:25])[C:22](Cl)=[O:23]. (2) The reactants are: [Cl:1][C:2]1[CH:3]=[C:4]2[C:9](=[CH:10][C:11]=1[C:12](O)=[O:13])[N:8]=[CH:7][N:6]=[C:5]2[NH:15][CH:16]([C:18]1[NH:22][C:21]2[CH:23]=[CH:24][C:25]([Cl:27])=[CH:26][C:20]=2[N:19]=1)[CH3:17].FC1C(OC(N(C)C)=[N+](C)C)=C(F)C(F)=C(F)C=1F.F[P-](F)(F)(F)(F)F.C([N:57]([CH:60]([CH3:62])[CH3:61])[CH2:58]C)(C)C.C1(NC)CC1. Given the product [Cl:1][C:2]1[CH:3]=[C:4]2[C:9](=[CH:10][C:11]=1[C:12]([N:57]([CH:60]1[CH2:61][CH2:62]1)[CH3:58])=[O:13])[N:8]=[CH:7][N:6]=[C:5]2[NH:15][CH:16]([C:18]1[NH:22][C:21]2[CH:23]=[CH:24][C:25]([Cl:27])=[CH:26][C:20]=2[N:19]=1)[CH3:17], predict the reactants needed to synthesize it. (3) The reactants are: [N+:1]([C:4]1[N:5]=[CH:6][NH:7][CH:8]=1)([O-])=O.C(Cl)(=O)C.[C:13]([CH2:16][C:17](=O)[C:18]([O:20][CH3:21])=[O:19])(=O)[CH3:14]. Given the product [CH3:21][O:20][C:18]([C:17]1[N:5]2[CH:6]=[N:7][CH:8]=[C:4]2[N:1]=[C:13]([CH3:14])[CH:16]=1)=[O:19], predict the reactants needed to synthesize it. (4) Given the product [C:1]([O:5][C:6]([NH:8][CH2:9][C:10]1[C:29]([C:30]2[CH:35]=[CH:34][C:33]([CH3:36])=[CH:32][CH:31]=2)=[C:14]([C:15]([O:17][CH2:18][C:19]([OH:21])=[O:20])=[O:16])[C:13]([CH3:37])=[N:12][C:11]=1[CH2:38][CH:39]([CH3:40])[CH3:41])=[O:7])([CH3:2])([CH3:3])[CH3:4], predict the reactants needed to synthesize it. The reactants are: [C:1]([O:5][C:6]([NH:8][CH2:9][C:10]1[C:11]([CH2:38][CH:39]([CH3:41])[CH3:40])=[N:12][C:13]([CH3:37])=[C:14]([C:29]=1[C:30]1[CH:35]=[CH:34][C:33]([CH3:36])=[CH:32][CH:31]=1)[C:15]([O:17][CH2:18][C:19]([O:21]CC1C=CC=CC=1)=[O:20])=[O:16])=[O:7])([CH3:4])([CH3:3])[CH3:2]. (5) Given the product [O:18]=[C:12]([C:2]1[CH:11]=[CH:10][CH:9]=[C:8]2[C:3]=1[CH:4]=[CH:5][CH:6]=[N:7]2)[C:13]([O:15][CH2:16][CH3:17])=[O:14], predict the reactants needed to synthesize it. The reactants are: Br[C:2]1[CH:11]=[CH:10][CH:9]=[C:8]2[C:3]=1[CH:4]=[CH:5][CH:6]=[N:7]2.[C:12](OCC)(=[O:18])[C:13]([O:15][CH2:16][CH3:17])=[O:14]. (6) Given the product [Cl:1][C:2]1[CH:34]=[CH:33][C:5]([CH2:6][O:7][C@@H:8]2[CH2:12][CH2:11][CH2:10][C@H:9]2[NH2:13])=[CH:4][CH:3]=1, predict the reactants needed to synthesize it. The reactants are: [Cl:1][C:2]1[CH:34]=[CH:33][C:5]([CH2:6][O:7][C@@H:8]2[CH2:12][CH2:11][CH2:10][C@H:9]2[NH:13]C(C2C=CC=CC=2)(C2C=CC=CC=2)C2C=CC=CC=2)=[CH:4][CH:3]=1.Cl. (7) Given the product [CH2:29]([N:31]([CH2:2][C:3]1[CH:8]=[CH:7][C:6]([C:9]2[C:10]([NH:15][S:16]([C:19]3[CH:24]=[CH:23][CH:22]=[CH:21][C:20]=3[C:25]([F:28])([F:27])[F:26])(=[O:18])=[O:17])=[N:11][CH:12]=[CH:13][N:14]=2)=[CH:5][CH:4]=1)[C:32]1[CH:37]=[CH:36][CH:35]=[CH:34][CH:33]=1)[CH3:30], predict the reactants needed to synthesize it. The reactants are: Cl[CH2:2][C:3]1[CH:8]=[CH:7][C:6]([C:9]2[C:10]([NH:15][S:16]([C:19]3[CH:24]=[CH:23][CH:22]=[CH:21][C:20]=3[C:25]([F:28])([F:27])[F:26])(=[O:18])=[O:17])=[N:11][CH:12]=[CH:13][N:14]=2)=[CH:5][CH:4]=1.[CH2:29]([NH:31][C:32]1[CH:37]=[CH:36][CH:35]=[CH:34][CH:33]=1)[CH3:30]. (8) Given the product [CH2:1]([N:8]1[C:16]2[C:11](=[CH:12][C:13]([C:17]([OH:26])([C:18]([F:21])([F:19])[F:20])[C:22]([F:23])([F:24])[F:25])=[CH:14][CH:15]=2)[CH:10]=[C:9]1[CH3:27])[C:2]1[CH:3]=[CH:4][CH:5]=[CH:6][CH:7]=1, predict the reactants needed to synthesize it. The reactants are: [CH2:1]([N:8]1[C:16]2[C:11](=[CH:12][C:13]([C:17]([OH:26])([C:22]([F:25])([F:24])[F:23])[C:18]([F:21])([F:20])[F:19])=[CH:14][CH:15]=2)[CH:10]=[C:9]1[CH2:27]O[Si](C(C)C)(C(C)C)C(C)C)[C:2]1[CH:7]=[CH:6][CH:5]=[CH:4][CH:3]=1. (9) Given the product [NH2:1][C:2]1[CH:3]=[C:4]([CH:7]=[CH:8][CH:9]=1)[CH2:5][N:41]1[C:40](=[O:43])[CH:39]=[CH:38][C:37]([C:32]2[CH:33]=[C:34]([F:36])[CH:35]=[C:30]([F:29])[CH:31]=2)=[N:42]1, predict the reactants needed to synthesize it. The reactants are: [NH2:1][C:2]1[CH:3]=[C:4]([CH:7]=[CH:8][CH:9]=1)[CH2:5]O.C1(P(C2C=CC=CC=2)C2C=CC=CC=2)C=CC=CC=1.[F:29][C:30]1[CH:31]=[C:32]([C:37]2[CH:38]=[CH:39][C:40](=[O:43])[NH:41][N:42]=2)[CH:33]=[C:34]([F:36])[CH:35]=1.N(C(OC(C)C)=O)=NC(OC(C)C)=O. (10) Given the product [C:21]([O:20][C:18]([N:6]1[CH2:7][CH2:8][CH:9]([O:10][Si:11]([C:14]([CH3:17])([CH3:16])[CH3:15])([CH3:13])[CH3:12])[CH:5]1[CH2:3][OH:2])=[O:19])([CH3:24])([CH3:23])[CH3:22], predict the reactants needed to synthesize it. The reactants are: C[O:2][C:3]([CH:5]1[CH:9]([O:10][Si:11]([C:14]([CH3:17])([CH3:16])[CH3:15])([CH3:13])[CH3:12])[CH2:8][CH2:7][N:6]1[C:18]([O:20][C:21]([CH3:24])([CH3:23])[CH3:22])=[O:19])=O.[Li+].[BH4-].